The task is: Predict the product of the given reaction.. This data is from Forward reaction prediction with 1.9M reactions from USPTO patents (1976-2016). (1) Given the reactants [CH:1]([C:3]1[CH:4]=[CH:5][C:6]([OH:13])=[C:7]([CH:12]=1)[C:8]([O:10][CH3:11])=[O:9])=[O:2].[H-].[Na+].C1C=CC(N([S:23]([C:26]([F:29])([F:28])[F:27])(=[O:25])=[O:24])[S:23]([C:26]([F:29])([F:28])[F:27])(=[O:25])=[O:24])=CC=1.O, predict the reaction product. The product is: [CH:1]([C:3]1[CH:4]=[CH:5][C:6]([O:13][S:23]([C:26]([F:29])([F:28])[F:27])(=[O:25])=[O:24])=[C:7]([CH:12]=1)[C:8]([O:10][CH3:11])=[O:9])=[O:2]. (2) Given the reactants [C:1]1([C:11]2[CH:20]=[CH:19][C:18]3[C:13](=[CH:14][CH:15]=[C:16](B(O)O)[CH:17]=3)[CH:12]=2)[C:10]2[C:5](=[CH:6][CH:7]=[CH:8][CH:9]=2)[CH:4]=[CH:3][CH:2]=1.[Br:24][C:25]1[CH:30]=[CH:29][C:28](I)=[CH:27][CH:26]=1.C(=O)([O-])[O-].[Na+].[Na+], predict the reaction product. The product is: [Br:24][C:25]1[CH:30]=[CH:29][C:28]([C:16]2[CH:15]=[CH:14][C:13]3[C:18](=[CH:19][CH:20]=[C:11]([C:1]4[C:10]5[C:5](=[CH:6][CH:7]=[CH:8][CH:9]=5)[CH:4]=[CH:3][CH:2]=4)[CH:12]=3)[CH:17]=2)=[CH:27][CH:26]=1. (3) Given the reactants [F:1][C:2]([F:16])([F:15])[O:3][C:4]1[CH:9]=[CH:8][C:7]([C:10]2[Se:11][CH:12]=[CH:13][CH:14]=2)=[CH:6][CH:5]=1.[Li][CH2:18]CCC.CI.[Cl-].[NH4+].N, predict the reaction product. The product is: [CH3:18][C:12]1[Se:11][C:10]([C:7]2[CH:6]=[CH:5][C:4]([O:3][C:2]([F:1])([F:15])[F:16])=[CH:9][CH:8]=2)=[CH:14][CH:13]=1. (4) Given the reactants [CH3:1][C:2]1([CH3:42])[C:6]([CH3:8])([CH3:7])[O:5][B:4]([C:9]2[CH:10]=[CH:11][C:12]3[C:41]4[C:17](=[C:18]5[C:38](=[CH:39][CH:40]=4)[C:22]4[N:23]=[C:24]([C@@H:26]6[CH2:30][CH2:29][CH2:28][N:27]6[C:31](OC(C)(C)C)=[O:32])[NH:25][C:21]=4[CH:20]=[CH:19]5)[O:16][CH2:15][C:13]=3[CH:14]=2)[O:3]1.Cl.[CH3:44][O:45][C:46]([NH:48][C@@H:49]([CH:53]([CH3:55])[CH3:54])C(O)=O)=[O:47].CN(C(ON1N=NC2C=CC=NC1=2)=[N+](C)C)C.F[P-](F)(F)(F)(F)F.C(N(C(C)C)CC)(C)C, predict the reaction product. The product is: [CH3:54][CH:53]([CH3:55])[C@H:49]([NH:48][C:46](=[O:47])[O:45][CH3:44])[C:31](=[O:32])[N:27]1[CH2:28][CH2:29][CH2:30][C@H:26]1[C:24]1[NH:25][C:21]2[CH:20]=[CH:19][C:18]3[C:38](=[CH:39][CH:40]=[C:41]4[C:12]5[CH:11]=[CH:10][C:9]([B:4]6[O:3][C:2]([CH3:42])([CH3:1])[C:6]([CH3:7])([CH3:8])[O:5]6)=[CH:14][C:13]=5[CH2:15][O:16][C:17]4=3)[C:22]=2[N:23]=1. (5) Given the reactants [H-].[Na+].[Cl:3][C:4]1[N:9]=[CH:8][NH:7][C:6]2=[N:10][CH:11]=[CH:12][C:5]=12.[C:13]([O:19][CH2:20]Cl)(=[O:18])[C:14]([CH3:17])([CH3:16])[CH3:15].O, predict the reaction product. The product is: [C:13]([O:19][CH2:20][N:10]1[C:6]2[N:7]=[CH:8][N:9]=[C:4]([Cl:3])[C:5]=2[CH:12]=[CH:11]1)(=[O:18])[C:14]([CH3:17])([CH3:16])[CH3:15]. (6) Given the reactants [ClH:1].Cl.[NH2:3][CH:4]1[CH2:9][CH2:8][N:7]([CH2:10][CH:11]2[N:21]3[C:22]4[N:13]([C:14](=[O:24])[CH:15]=[CH:16][C:17]=4[CH:18]=[CH:19][C:20]3=[O:23])[CH2:12]2)[CH2:6][CH2:5]1.C([N:27]([CH2:30][CH3:31])[CH2:28][CH3:29])C.BrC1[C:42]([CH:43]=[O:44])=NC2NC(=O)CSC=2C=1.[BH-](OC(C)=O)(OC(C)=O)[O:47][C:48]([CH3:50])=O.[Na+].C(=O)(O)[O-].[Na+], predict the reaction product. The product is: [ClH:1].[O:44]1[C:43]2[CH:42]=[C:28]([CH2:29][NH:3][CH:4]3[CH2:5][CH2:6][N:7]([CH2:10][CH:11]4[N:21]5[C:22]6[N:13]([C:14](=[O:24])[CH:15]=[CH:16][C:17]=6[CH:18]=[CH:19][C:20]5=[O:23])[CH2:12]4)[CH2:8][CH2:9]3)[N:27]=[CH:30][C:31]=2[O:47][CH2:48][CH2:50]1. (7) Given the reactants [NH2:1][C:2]1[CH:3]=[C:4]([CH:29]=[CH:30][CH:31]=1)[C:5]([C:7]1[C:12](=[O:13])[CH:11]=[CH:10][N:9]([C:14]2[CH:15]=[N:16][N:17]([CH2:19][CH2:20][O:21][CH2:22][C:23]3[CH:28]=[CH:27][CH:26]=[CH:25][CH:24]=3)[CH:18]=2)[N:8]=1)=[O:6].CCN(C(C)C)C(C)C.Cl[C:42]([O:44][CH2:45][CH3:46])=[O:43].CO, predict the reaction product. The product is: [CH2:22]([O:21][CH2:20][CH2:19][N:17]1[CH:18]=[C:14]([N:9]2[CH:10]=[CH:11][C:12](=[O:13])[C:7]([C:5]([C:4]3[CH:3]=[C:2]([NH:1][C:42](=[O:43])[O:44][CH2:45][CH3:46])[CH:31]=[CH:30][CH:29]=3)=[O:6])=[N:8]2)[CH:15]=[N:16]1)[C:23]1[CH:28]=[CH:27][CH:26]=[CH:25][CH:24]=1. (8) Given the reactants Cl.[O:2]=[C:3]1[CH2:8][CH2:7][NH:6][CH2:5][CH:4]1[C:9]([O:11][CH3:12])=[O:10].[CH3:13][C:14]([O:17][C:18](O[C:18]([O:17][C:14]([CH3:16])([CH3:15])[CH3:13])=[O:19])=[O:19])([CH3:16])[CH3:15].[NH4+].[Cl-], predict the reaction product. The product is: [OH:2][C:3]1[CH2:8][CH2:7][N:6]([C:18]([O:17][C:14]([CH3:16])([CH3:15])[CH3:13])=[O:19])[CH2:5][C:4]=1[C:9]([O:11][CH3:12])=[O:10]. (9) Given the reactants Cl[C:2]1[C:11]2[C:6](=[CH:7][C:8]([O:14][CH2:15][CH2:16][CH2:17][N:18]3[CH2:22][CH2:21][CH2:20][CH2:19]3)=[C:9](C#N)[CH:10]=2)[N:5]=[CH:4][CH:3]=1.[OH:23][C:24]1[CH:25]=[C:26]2[C:30](=[CH:31][CH:32]=1)[NH:29][C:28]([CH3:33])=[CH:27]2.C(=O)([O-])[O-].[Cs+].[Cs+], predict the reaction product. The product is: [CH3:33][C:28]1[NH:29][C:30]2[C:26]([CH:27]=1)=[CH:25][C:24]([O:23][C:4]1[CH:3]=[CH:2][C:11]3[C:6](=[CH:7][C:8]([O:14][CH2:15][CH2:16][CH2:17][N:18]4[CH2:19][CH2:20][CH2:21][CH2:22]4)=[CH:9][CH:10]=3)[N:5]=1)=[CH:32][CH:31]=2. (10) The product is: [CH2:24]([O:26][C:27]([CH2:29][NH:30][CH2:31][CH2:32][C:33]1[CH:39]=[CH:38][C:36]([NH:37]/[C:4](=[C:11]2\[C:12](=[O:23])[NH:13][C:14]3[C:19]\2=[CH:18][C:17]([N+:20]([O-:22])=[O:21])=[CH:16][CH:15]=3)/[C:5]2[CH:6]=[CH:7][CH:8]=[CH:9][CH:10]=2)=[CH:35][CH:34]=1)=[O:28])[CH3:25]. Given the reactants C(O[C:4](=[C:11]1[C:19]2[C:14](=[CH:15][CH:16]=[C:17]([N+:20]([O-:22])=[O:21])[CH:18]=2)[NH:13][C:12]1=[O:23])[C:5]1[CH:10]=[CH:9][CH:8]=[CH:7][CH:6]=1)C.[CH2:24]([O:26][C:27]([CH2:29][NH:30][CH2:31][CH2:32][C:33]1[CH:39]=[CH:38][C:36]([NH2:37])=[CH:35][CH:34]=1)=[O:28])[CH3:25], predict the reaction product.